This data is from Forward reaction prediction with 1.9M reactions from USPTO patents (1976-2016). The task is: Predict the product of the given reaction. (1) Given the reactants Cl.[NH2:2][CH:3]1[CH2:12][C:11]2[C:6](=[CH:7][CH:8]=[CH:9][CH:10]=2)[N:5](O)[C:4]1=[O:14].[BrH:15], predict the reaction product. The product is: [NH2:2][CH:3]1[CH2:12][C:11]2[C:6](=[CH:7][CH:8]=[C:9]([Br:15])[CH:10]=2)[NH:5][C:4]1=[O:14]. (2) Given the reactants [Cl:1][C:2]1[CH:7]=[CH:6][C:5]([CH2:8][C:9]([OH:11])=O)=[C:4]([C:12]([F:15])([F:14])[F:13])[CH:3]=1.F[P-](F)(F)(F)(F)F.C[N+](C)=C(N(C)C)ON1C2N=CC=CC=2N=N1.C(N(CC)C(C)C)(C)C.CN(C)C=O.[NH2:54][C:55]1[CH:64]=[CH:63][CH:62]=[C:61]2[C:56]=1[CH:57]=[CH:58][N:59]([C@@H:66]([CH3:70])[C:67]([NH2:69])=[O:68])[C:60]2=[O:65], predict the reaction product. The product is: [Cl:1][C:2]1[CH:7]=[CH:6][C:5]([CH2:8][C:9]([NH:54][C:55]2[CH:64]=[CH:63][CH:62]=[C:61]3[C:56]=2[CH:57]=[CH:58][N:59]([C@@H:66]([CH3:70])[C:67]([NH2:69])=[O:68])[C:60]3=[O:65])=[O:11])=[C:4]([C:12]([F:15])([F:14])[F:13])[CH:3]=1. (3) The product is: [CH:1]1([S:4]([C:7]2[CH:8]=[CH:9][C:10]([CH:13]([CH2:14][CH:15]3[CH2:20][CH2:19][O:18][CH2:17][CH2:16]3)[C:21](=[O:25])[CH2:22][CH:23]([CH3:24])[C:46]([C:43]3[CH:42]=[CH:41][C:40]([CH:35]([OH:34])[C:36]([OH:39])([CH3:37])[CH3:38])=[CH:45][N:44]=3)=[O:47])=[CH:11][CH:12]=2)(=[O:6])=[O:5])[CH2:2][CH2:3]1. Given the reactants [CH:1]1([S:4]([C:7]2[CH:12]=[CH:11][C:10]([CH:13]([C:21](=[O:25])[CH:22]=[CH:23][CH3:24])[CH2:14][CH:15]3[CH2:20][CH2:19][O:18][CH2:17][CH2:16]3)=[CH:9][CH:8]=2)(=[O:6])=[O:5])[CH2:3][CH2:2]1.C(O)C.O1CCCC1.[OH:34][CH:35]([C:40]1[CH:41]=[CH:42][C:43]([CH:46]=[O:47])=[N:44][CH:45]=1)[C:36]([OH:39])([CH3:38])[CH3:37], predict the reaction product. (4) Given the reactants [NH:1]1[CH2:5][CH2:4][CH:3]([O:6][C:7]2[C:8]([C:13]3[CH:18]=[CH:17][N:16]=[CH:15][CH:14]=3)=[N:9][CH:10]=[CH:11][CH:12]=2)[CH2:2]1.C(N(CC)CC)C.CN(C=O)C.[CH3:31][N:32]1[CH:36]=[C:35]([S:37](Cl)(=[O:39])=[O:38])[CH:34]=[N:33]1, predict the reaction product. The product is: [CH3:31][N:32]1[CH:36]=[C:35]([S:37]([N:1]2[CH2:5][CH2:4][CH:3]([O:6][C:7]3[C:8]([C:13]4[CH:18]=[CH:17][N:16]=[CH:15][CH:14]=4)=[N:9][CH:10]=[CH:11][CH:12]=3)[CH2:2]2)(=[O:39])=[O:38])[CH:34]=[N:33]1. (5) Given the reactants Br[C:2]1[CH:7]=[CH:6][C:5]([NH:8][C:9]([C:11]2[NH:12][CH:13]=[C:14]([C:16]#[N:17])[N:15]=2)=[O:10])=[C:4]([C:18]2[CH2:23][CH2:22][C:21]([CH3:25])([CH3:24])[CH2:20][CH:19]=2)[CH:3]=1.[C:26]1(=[O:31])[CH2:30][CH2:29][CH2:28][CH2:27]1, predict the reaction product. The product is: [CH3:24][C:21]1([CH3:25])[CH2:22][CH2:23][C:18]([C:4]2[CH:3]=[C:2]([C:26]3([OH:31])[CH2:30][CH2:29][CH2:28][CH2:27]3)[CH:7]=[CH:6][C:5]=2[NH:8][C:9]([C:11]2[NH:12][CH:13]=[C:14]([C:16]#[N:17])[N:15]=2)=[O:10])=[CH:19][CH2:20]1. (6) The product is: [C:1]([O:4][CH2:5][C:6]1[C:7]([N:13]2[CH2:25][CH2:24][C:23]3[N:22]4[C:17]([CH2:18][CH2:19][CH2:20][CH2:21]4)=[CH:16][C:15]=3[C:14]2=[O:26])=[N:8][CH:9]=[CH:10][C:11]=1[B:27]([OH:31])[OH:28])(=[O:3])[CH3:2]. Given the reactants [C:1]([O:4][CH2:5][C:6]1[C:7]([N:13]2[CH2:25][CH2:24][C:23]3[N:22]4[C:17]([CH2:18][CH2:19][CH2:20][CH2:21]4)=[CH:16][C:15]=3[C:14]2=[O:26])=[N:8][CH:9]=[CH:10][C:11]=1Cl)(=[O:3])[CH3:2].[B:27]1(B2OC(C)(C)C(C)(C)O2)[O:31]C(C)(C)C(C)(C)[O:28]1.C([O-])(=O)C.[K+], predict the reaction product.